Task: Predict the reaction yield, written as a fraction of the theoretical maximum amount of product (1.0 means a 100% yield; for example, 0.34 means a 34% yield).. Dataset: Reaction yield outcomes from USPTO patents with 853,638 reactions (1) The reactants are [O:1]=[C:2]1[NH:7][C:6]2[CH:8]=[C:9]([CH2:12][N:13]3[CH2:18][CH2:17][N:16]([C:19]4[CH:27]=[CH:26][C:22]([C:23]([OH:25])=O)=[CH:21][CH:20]=4)[CH2:15][CH2:14]3)[CH:10]=[N:11][C:5]=2[N:4]2[CH2:28][CH2:29][CH2:30][C@@H:3]12.[NH:31]1[CH2:35][CH2:34][CH2:33][CH2:32]1.CN(C(ON1N=NC2C=CC=NC1=2)=[N+](C)C)C.F[P-](F)(F)(F)(F)F.CN1CCOCC1. The catalyst is CN(C=O)C. The product is [N:31]1([C:23]([C:22]2[CH:21]=[CH:20][C:19]([N:16]3[CH2:15][CH2:14][N:13]([CH2:12][C:9]4[CH:10]=[N:11][C:5]5[N:4]6[CH2:28][CH2:29][CH2:30][C@H:3]6[C:2](=[O:1])[NH:7][C:6]=5[CH:8]=4)[CH2:18][CH2:17]3)=[CH:27][CH:26]=2)=[O:25])[CH2:35][CH2:34][CH2:33][CH2:32]1. The yield is 0.260. (2) The reactants are [N+:1]([C:4]1[CH:17]=[CH:16][C:7]([CH2:8][N:9]2[CH2:14][CH2:13][CH2:12][CH:11]([OH:15])[CH2:10]2)=[C:6]([C:18]([F:21])([F:20])[F:19])[CH:5]=1)([O-:3])=[O:2].N1C=CN=C1.[CH3:27][C:28]([Si:31](Cl)([CH3:33])[CH3:32])(C)[CH3:29].C([O-])(O)=O.[Na+]. The catalyst is CN(C=O)C. The product is [CH:28]([Si:31]([CH3:33])([CH3:32])[O:15][CH:11]1[CH2:12][CH2:13][CH2:14][N:9]([CH2:8][C:7]2[CH:16]=[CH:17][C:4]([N+:1]([O-:3])=[O:2])=[CH:5][C:6]=2[C:18]([F:21])([F:19])[F:20])[CH2:10]1)([CH3:29])[CH3:27]. The yield is 0.830. (3) The reactants are [C:12]([O:11][C:9](O[C:9]([O:11][C:12]([CH3:15])([CH3:14])[CH3:13])=[O:10])=[O:10])([CH3:15])([CH3:14])[CH3:13].[NH2:16][C:17]1[CH:18]=[CH:19][CH:20]=[C:21]2[C:25]=1[NH:24][C:23]([C:26]([O:28][CH2:29][CH3:30])=[O:27])=[CH:22]2.C(N(CC)CC)C. The catalyst is ClCCl.O. The product is [CH3:15][C:12]([O:11][C:9]([NH:16][C:17]1[CH:18]=[CH:19][CH:20]=[C:21]2[C:25]=1[NH:24][C:23]([C:26]([O:28][CH2:29][CH3:30])=[O:27])=[CH:22]2)=[O:10])([CH3:13])[CH3:14]. The yield is 0.600. (4) The reactants are [Cl:1][CH2:2][C:3]1[C:12]2[C:7](=[CH:8][C:9]([OH:13])=[CH:10][CH:11]=2)[O:6][C:5](=[O:14])[CH:4]=1.C([O-])([O-])=O.[K+].[K+].[CH2:21](Br)[C:22]1[CH:27]=[CH:26][CH:25]=[CH:24][CH:23]=1. The catalyst is C(O)C. The product is [Cl:1][CH2:2][C:3]1[C:12]2[C:7](=[CH:8][C:9]([O:13][CH2:21][C:22]3[CH:27]=[CH:26][CH:25]=[CH:24][CH:23]=3)=[CH:10][CH:11]=2)[O:6][C:5](=[O:14])[CH:4]=1. The yield is 0.690. (5) The reactants are [Br:1][C:2]1[CH:3]=[C:4]2[C:9](=[CH:10][CH:11]=1)[N:8]=[C:7]([O:12][CH3:13])[CH:6]=[C:5]2[C:14]1[CH:19]=[CH:18][CH:17]=[C:16]([O:20]C)[CH:15]=1.B(Br)(Br)Br.O. The yield is 0.410. The catalyst is ClCCl. The product is [Br:1][C:2]1[CH:3]=[C:4]2[C:9](=[CH:10][CH:11]=1)[N:8]=[C:7]([O:12][CH3:13])[CH:6]=[C:5]2[C:14]1[CH:15]=[C:16]([OH:20])[CH:17]=[CH:18][CH:19]=1. (6) The reactants are [C:1]1([CH:7]2[CH2:11][NH:10][N:9]=[C:8]2[C:12]2[CH:22]=[CH:21][C:15]3[O:16][CH2:17][C:18](=[O:20])[NH:19][C:14]=3[CH:13]=2)[CH:6]=[CH:5][CH:4]=[CH:3][CH:2]=1.[C:23](Cl)(=[O:30])[C:24]1[CH:29]=[CH:28][CH:27]=[CH:26][CH:25]=1. No catalyst specified. The product is [C:23]([N:10]1[CH2:11][CH:7]([C:1]2[CH:2]=[CH:3][CH:4]=[CH:5][CH:6]=2)[C:8]([C:12]2[CH:22]=[CH:21][C:15]3[O:16][CH2:17][C:18](=[O:20])[NH:19][C:14]=3[CH:13]=2)=[N:9]1)(=[O:30])[C:24]1[CH:29]=[CH:28][CH:27]=[CH:26][CH:25]=1. The yield is 0.310. (7) The reactants are [H-].[Na+:2].[CH2:3]([O:6][NH:7][C:8](=[O:27])[C:9]1[C:14]([Cl:15])=[C:13]([NH2:16])[CH:12]=[C:11]([C:17]2[CH:22]=[CH:21][C:20]([Cl:23])=[C:19]([O:24][CH3:25])[C:18]=2[F:26])[N:10]=1)[CH:4]=[CH2:5]. The catalyst is C1COCC1. The product is [CH2:3]([O:6][N-:7][C:8](=[O:27])[C:9]1[C:14]([Cl:15])=[C:13]([NH2:16])[CH:12]=[C:11]([C:17]2[CH:22]=[CH:21][C:20]([Cl:23])=[C:19]([O:24][CH3:25])[C:18]=2[F:26])[N:10]=1)[CH:4]=[CH2:5].[Na+:2]. The yield is 0.810. (8) The reactants are [C:1]([CH:5]1[CH2:13][C:12]2[C:7](=[CH:8][CH:9]=[C:10]([NH:14][C:15]([C:17]3([C:20]4[CH:30]=[CH:29][C:23]5[O:24][C:25]([F:28])([F:27])[O:26][C:22]=5[CH:21]=4)[CH2:19][CH2:18]3)=[O:16])[CH:11]=2)[N:6]1[CH2:31][CH2:32]Cl)([CH3:4])([CH3:3])[CH3:2].[C-:34]#[N:35].[Na+].O. The catalyst is CCO. The product is [C:1]([CH:5]1[CH2:13][C:12]2[C:7](=[CH:8][CH:9]=[C:10]([NH:14][C:15]([C:17]3([C:20]4[CH:30]=[CH:29][C:23]5[O:24][C:25]([F:28])([F:27])[O:26][C:22]=5[CH:21]=4)[CH2:19][CH2:18]3)=[O:16])[CH:11]=2)[N:6]1[CH2:31][CH2:32][C:34]#[N:35])([CH3:4])([CH3:3])[CH3:2]. The yield is 0.480. (9) The yield is 0.990. The reactants are C(=O)([O-])O.[Na+].Cl[C:7]([O:9][CH2:10][C:11]1[CH:16]=[CH:15][CH:14]=[CH:13][CH:12]=1)=[O:8].[CH3:17][O:18][C:19](=[O:26])[C@@H:20]1[CH2:24][CH:23]([CH3:25])[CH2:22][NH:21]1. The product is [CH3:17][O:18][C:19](=[O:26])[C@@H:20]1[CH2:24][CH:23]([CH3:25])[CH2:22][N:21]1[C:7]([O:9][CH2:10][C:11]1[CH:16]=[CH:15][CH:14]=[CH:13][CH:12]=1)=[O:8]. The catalyst is C1(C)C=CC=CC=1. (10) The reactants are [CH3:1][C:2]1[O:6][N:5]=[C:4]([C:7]2[CH:12]=[CH:11][CH:10]=[CH:9][CH:8]=2)[C:3]=1[CH2:13][O:14][C:15]1[CH:23]=[CH:22][C:18]([C:19]([OH:21])=O)=[CH:17][N:16]=1.[O:24]=[S:25]1(=[O:31])[CH2:29][CH2:28][CH:27]([NH2:30])[CH2:26]1. No catalyst specified. The product is [O:24]=[S:25]1(=[O:31])[CH2:29][CH2:28][CH:27]([NH:30][C:19](=[O:21])[C:18]2[CH:22]=[CH:23][C:15]([O:14][CH2:13][C:3]3[C:4]([C:7]4[CH:8]=[CH:9][CH:10]=[CH:11][CH:12]=4)=[N:5][O:6][C:2]=3[CH3:1])=[N:16][CH:17]=2)[CH2:26]1. The yield is 0.540.